From a dataset of NCI-60 drug combinations with 297,098 pairs across 59 cell lines. Regression. Given two drug SMILES strings and cell line genomic features, predict the synergy score measuring deviation from expected non-interaction effect. (1) Drug 1: C1=C(C(=O)NC(=O)N1)N(CCCl)CCCl. Drug 2: CC12CCC3C(C1CCC2OP(=O)(O)O)CCC4=C3C=CC(=C4)OC(=O)N(CCCl)CCCl.[Na+]. Cell line: U251. Synergy scores: CSS=10.2, Synergy_ZIP=-13.8, Synergy_Bliss=-13.0, Synergy_Loewe=-27.8, Synergy_HSA=-11.6. (2) Drug 1: CN(C(=O)NC(C=O)C(C(C(CO)O)O)O)N=O. Drug 2: CCC1(C2=C(COC1=O)C(=O)N3CC4=CC5=C(C=CC(=C5CN(C)C)O)N=C4C3=C2)O.Cl. Cell line: NCI-H322M. Synergy scores: CSS=-9.84, Synergy_ZIP=2.86, Synergy_Bliss=-7.94, Synergy_Loewe=-9.56, Synergy_HSA=-15.1. (3) Drug 1: CN1CCC(CC1)COC2=C(C=C3C(=C2)N=CN=C3NC4=C(C=C(C=C4)Br)F)OC. Drug 2: CC1=C(C=C(C=C1)NC(=O)C2=CC=C(C=C2)CN3CCN(CC3)C)NC4=NC=CC(=N4)C5=CN=CC=C5. Cell line: SR. Synergy scores: CSS=-5.56, Synergy_ZIP=4.54, Synergy_Bliss=0.825, Synergy_Loewe=1.10, Synergy_HSA=-0.971.